Dataset: Full USPTO retrosynthesis dataset with 1.9M reactions from patents (1976-2016). Task: Predict the reactants needed to synthesize the given product. (1) The reactants are: [Cl:1][C:2]1[CH:7]=[CH:6][CH:5]=[CH:4][C:3]=1[C:8]1[NH:12][N:11]=[N:10][N:9]=1.[F:13][C:14]1[CH:19]=[CH:18][C:17]([C:20]([N:22]2[CH2:27][CH2:26][CH2:25][C@@H:24](O)[CH2:23]2)=[O:21])=[CH:16][CH:15]=1. Given the product [Cl:1][C:2]1[CH:7]=[CH:6][CH:5]=[CH:4][C:3]=1[C:8]1[N:9]=[N:10][N:11]([C@H:26]2[CH2:25][CH2:24][CH2:23][N:22]([C:20]([C:17]3[CH:16]=[CH:15][C:14]([F:13])=[CH:19][CH:18]=3)=[O:21])[CH2:27]2)[N:12]=1, predict the reactants needed to synthesize it. (2) The reactants are: [CH2:1]([C:3]1[CH:4]=[N:5][CH:6]=[CH:7][CH:8]=1)[CH3:2].OO.C(=O)([O-])[O-:12].[Na+].[Na+]. Given the product [CH2:1]([C:3]1[CH:4]=[N+:5]([O-:12])[CH:6]=[CH:7][CH:8]=1)[CH3:2], predict the reactants needed to synthesize it. (3) Given the product [CH2:1]([O:8][C:9]([N:11]1[CH:16]2[CH2:17][N:18]([S:30]([CH3:29])(=[O:32])=[O:31])[CH2:19][CH:12]1[CH2:13][O:14][CH2:15]2)=[O:10])[C:2]1[CH:3]=[CH:4][CH:5]=[CH:6][CH:7]=1, predict the reactants needed to synthesize it. The reactants are: [CH2:1]([O:8][C:9]([N:11]1[CH:16]2[CH2:17][NH:18][CH2:19][CH:12]1[CH2:13][O:14][CH2:15]2)=[O:10])[C:2]1[CH:7]=[CH:6][CH:5]=[CH:4][CH:3]=1.CCN(C(C)C)C(C)C.[CH3:29][S:30](Cl)(=[O:32])=[O:31].